From a dataset of Peptide-MHC class I binding affinity with 185,985 pairs from IEDB/IMGT. Regression. Given a peptide amino acid sequence and an MHC pseudo amino acid sequence, predict their binding affinity value. This is MHC class I binding data. (1) The peptide sequence is EMIWDPNGW. The MHC is HLA-A69:01 with pseudo-sequence HLA-A69:01. The binding affinity (normalized) is 0.0847. (2) The MHC is Mamu-A20102 with pseudo-sequence Mamu-A20102. The peptide sequence is FLIRQLIRL. The binding affinity (normalized) is 0.401. (3) The peptide sequence is RPNMSRHHF. The MHC is HLA-A02:01 with pseudo-sequence HLA-A02:01. The binding affinity (normalized) is 0. (4) The peptide sequence is FIPSYDFPSV. The MHC is HLA-A02:07 with pseudo-sequence HLA-A02:07. The binding affinity (normalized) is 0.602.